From a dataset of Full USPTO retrosynthesis dataset with 1.9M reactions from patents (1976-2016). Predict the reactants needed to synthesize the given product. (1) The reactants are: [CH3:1][C:2]1([CH3:22])[C:10]2=[CH:11][C:12]3[NH:13][C:14]4[C:19]([C:20]=3[CH:21]=[C:9]2[C:8]2[C:3]1=[CH:4][CH:5]=[CH:6][CH:7]=2)=[CH:18][CH:17]=[CH:16][CH:15]=4.[H-].[Na+].[C:25]1([C:50]2[CH:55]=[CH:54][CH:53]=[CH:52][CH:51]=2)[CH:30]=[CH:29][CH:28]=[C:27]([C:31]2[N:36]=[C:35]([C:37]3[CH:38]=[C:39]([C:43]4[CH:48]=[CH:47][CH:46]=[CH:45][CH:44]=4)[CH:40]=[CH:41][CH:42]=3)[N:34]=[C:33](Cl)[N:32]=2)[CH:26]=1. Given the product [C:39]1([C:43]2[CH:44]=[CH:45][CH:46]=[CH:47][CH:48]=2)[CH:40]=[CH:41][CH:42]=[C:37]([C:35]2[N:36]=[C:31]([C:27]3[CH:26]=[C:25]([C:50]4[CH:55]=[CH:54][CH:53]=[CH:52][CH:51]=4)[CH:30]=[CH:29][CH:28]=3)[N:32]=[C:33]([N:13]3[C:12]4[CH:11]=[C:10]5[C:2]([CH3:22])([CH3:1])[C:3]6[C:8]([C:9]5=[CH:21][C:20]=4[C:19]4[C:14]3=[CH:15][CH:16]=[CH:17][CH:18]=4)=[CH:7][CH:6]=[CH:5][CH:4]=6)[N:34]=2)[CH:38]=1, predict the reactants needed to synthesize it. (2) Given the product [F:1][C:2]1[CH:3]=[CH:4][C:5]([C:8]2[CH:9]=[C:10]([OH:12])[N:20]=[C:17]([CH3:18])[N:19]=2)=[CH:6][CH:7]=1, predict the reactants needed to synthesize it. The reactants are: [F:1][C:2]1[CH:7]=[CH:6][C:5]([C:8](=O)[CH2:9][C:10]([O:12]CC)=O)=[CH:4][CH:3]=1.Cl.[C:17]([NH2:20])(=[NH:19])[CH3:18]. (3) Given the product [CH2:1]([O:3][C:4]([C:6]1[CH:7]=[C:8]2[C:13](=[CH:14][CH:15]=1)[NH:12][CH:11]([C:16]1[CH:17]=[C:18]([C:32]3[CH:33]=[CH:34][C:29]([C:25]([CH3:28])([CH3:27])[CH3:26])=[CH:30][CH:31]=3)[CH:19]=[CH:20][CH:21]=1)[CH2:10][C:9]2([CH3:24])[CH3:23])=[O:5])[CH3:2], predict the reactants needed to synthesize it. The reactants are: [CH2:1]([O:3][C:4]([C:6]1[CH:7]=[C:8]2[C:13](=[CH:14][CH:15]=1)[NH:12][CH:11]([C:16]1[CH:21]=[CH:20][CH:19]=[C:18](Br)[CH:17]=1)[CH2:10][C:9]2([CH3:24])[CH3:23])=[O:5])[CH3:2].[C:25]([C:29]1[CH:34]=[CH:33][C:32](B(O)O)=[CH:31][CH:30]=1)([CH3:28])([CH3:27])[CH3:26].C(=O)([O-])[O-].[Na+].[Na+].C(OCC)(=O)C. (4) Given the product [CH3:1][O:2][C:3]1[CH:8]=[CH:7][CH:6]=[CH:5][C:4]=1[CH:9]([O:10][CH2:11][CH2:12][CH2:13][OH:14])[CH3:15], predict the reactants needed to synthesize it. The reactants are: [CH3:1][O:2][C:3]1[CH:8]=[CH:7][CH:6]=[CH:5][C:4]=1[C:9]1([CH3:15])[O:14][CH2:13][CH2:12][CH2:11][O:10]1.[H-].C([Al+]CC(C)C)C(C)C.O.C(O)(=O)CC(CC(O)=O)(C(O)=O)O. (5) Given the product [CH2:1]([O:8][C@H:9]([CH3:35])[C@H:10]([NH:11][C:12]([C:25]1[CH:30]=[CH:29][CH:28]=[CH:27][CH:26]=1)([C:19]1[CH:20]=[CH:21][CH:22]=[CH:23][CH:24]=1)[C:13]1[CH:14]=[CH:15][CH:16]=[CH:17][CH:18]=1)[CH2:31][OH:32])[C:2]1[CH:3]=[CH:4][CH:5]=[CH:6][CH:7]=1, predict the reactants needed to synthesize it. The reactants are: [CH2:1]([O:8][C@H:9]([CH3:35])[C@@H:10]([C:31](OC)=[O:32])[NH:11][C:12]([C:25]1[CH:30]=[CH:29][CH:28]=[CH:27][CH:26]=1)([C:19]1[CH:24]=[CH:23][CH:22]=[CH:21][CH:20]=1)[C:13]1[CH:18]=[CH:17][CH:16]=[CH:15][CH:14]=1)[C:2]1[CH:7]=[CH:6][CH:5]=[CH:4][CH:3]=1.[H-].[Al+3].[Li+].[H-].[H-].[H-].O.[OH-].[Na+]. (6) Given the product [C:3]([O:7][C:8]([N:10]1[CH2:14][C@@H:13]([CH2:15][N:16]([CH:33]([CH3:34])[CH3:35])[C:17](=[O:32])[C:18]2[CH:23]=[CH:22][C:21]([O:24][CH3:25])=[C:20]([O:26][CH2:27][CH2:28][CH2:29][O:30][CH3:31])[CH:19]=2)[C@H:12]([O:36][CH2:47][C:45](=[O:46])[N:44]([CH2:37][C:38]2[CH:43]=[CH:42][CH:41]=[CH:40][CH:39]=2)[CH:75]2[CH2:76][CH2:77]2)[CH2:11]1)=[O:9])([CH3:5])([CH3:6])[CH3:4], predict the reactants needed to synthesize it. The reactants are: [H-].[Na+].[C:3]([O:7][C:8]([N:10]1[CH2:14][C@@H:13]([CH2:15][N:16]([CH:33]([CH3:35])[CH3:34])[C:17](=[O:32])[C:18]2[CH:23]=[CH:22][C:21]([O:24][CH3:25])=[C:20]([O:26][CH2:27][CH2:28][CH2:29][O:30][CH3:31])[CH:19]=2)[C@H:12]([OH:36])[CH2:11]1)=[O:9])([CH3:6])([CH3:5])[CH3:4].[CH2:37]([N:44]([CH:75]1[CH2:77][CH2:76]1)[C:45]([CH2:47]N[C@@H]1CNC[C@H]1CN(C(C)C)C(=O)C1C=CC(OC)=C(OCCCOC)C=1)=[O:46])[C:38]1[CH:43]=[CH:42][CH:41]=[CH:40][CH:39]=1.